From a dataset of Reaction yield outcomes from USPTO patents with 853,638 reactions. Predict the reaction yield, written as a fraction of the theoretical maximum amount of product (1.0 means a 100% yield; for example, 0.34 means a 34% yield). (1) The reactants are [CH3:1][C:2]1[C:3]([C:17](=[N:19]O)[CH3:18])=[CH:4][C:5]2[N:9]=[CH:8][N:7]([CH:10]3[CH2:15][CH2:14][CH2:13][CH2:12][O:11]3)[C:6]=2[CH:16]=1.[NH4+].[Cl-]. The catalyst is CO.CC(O)=O.[Zn]. The product is [CH3:1][C:2]1[C:3]([CH:17]([NH2:19])[CH3:18])=[CH:4][C:5]2[N:9]=[CH:8][N:7]([CH:10]3[CH2:15][CH2:14][CH2:13][CH2:12][O:11]3)[C:6]=2[CH:16]=1. The yield is 0.800. (2) The reactants are C([O:3][C:4]([C:6]12[CH2:24][CH:23]1[CH:22]=[CH:21][CH2:20][CH2:19][CH2:18][CH2:17][CH2:16][N:15]([CH2:25][C:26]1[CH:31]=[CH:30][C:29]([O:32][CH3:33])=[CH:28][CH:27]=1)[C:14](=[O:34])[N:13]1[CH:9]([CH2:10][CH:11]([O:35][C:36]3[C:45]4[C:40](=[C:41]([CH3:48])[C:42]([O:46][CH3:47])=[CH:43][CH:44]=4)[N:39]=[C:38]([C:49]4[S:50][CH:51]=[C:52]([CH:54]([CH3:56])[CH3:55])[N:53]=4)[CH:37]=3)[CH2:12]1)[C:8](=[O:57])[NH:7]2)=[O:5])C.[Li+].[OH-].C(O)(=O)CC(CC(O)=O)(C(O)=O)O. The catalyst is C1COCC1.CO.O. The product is [CH:54]([C:52]1[N:53]=[C:49]([C:38]2[CH:37]=[C:36]([O:35][CH:11]3[CH2:10][CH:9]4[N:13]([C:14](=[O:34])[N:15]([CH2:25][C:26]5[CH:27]=[CH:28][C:29]([O:32][CH3:33])=[CH:30][CH:31]=5)[CH2:16][CH2:17][CH2:18][CH2:19][CH2:20][CH:21]=[CH:22][CH:23]5[C:6]([C:4]([OH:5])=[O:3])([NH:7][C:8]4=[O:57])[CH2:24]5)[CH2:12]3)[C:45]3[C:40](=[C:41]([CH3:48])[C:42]([O:46][CH3:47])=[CH:43][CH:44]=3)[N:39]=2)[S:50][CH:51]=1)([CH3:56])[CH3:55]. The yield is 0.600. (3) The reactants are [NH2:1][CH2:2][CH2:3][O:4][CH2:5][CH2:6][NH:7][C:8](=[O:14])[O:9][C:10]([CH3:13])([CH3:12])[CH3:11].[CH3:15][C:16]1[C:21]([O:22][CH3:23])=[C:20]([CH2:24]/[CH:25]=[C:26](/[CH2:28][CH2:29][C:30](O)=[O:31])\[CH3:27])[C:19]([OH:33])=[C:18]2[C:34]([O:36][CH2:37][C:17]=12)=[O:35].CCN=C=NCCCN(C)C. The catalyst is CC#N.CCOC(C)=O. The product is [OH:33][C:19]1[C:20]([CH2:24]/[CH:25]=[C:26](\[CH3:27])/[CH2:28][CH2:29][C:30]([NH:1][CH2:2][CH2:3][O:4][CH2:5][CH2:6][NH:7][C:8](=[O:14])[O:9][C:10]([CH3:11])([CH3:13])[CH3:12])=[O:31])=[C:21]([O:22][CH3:23])[C:16]([CH3:15])=[C:17]2[C:18]=1[C:34](=[O:35])[O:36][CH2:37]2. The yield is 0.830. (4) The reactants are Br[C:2]1[C:10]2[C:5](=[C:6]([O:18][C:19]3[CH:24]=[CH:23][C:22]([S:25]([CH3:28])(=[O:27])=[O:26])=[CH:21][CH:20]=3)[CH:7]=[C:8]([C:11]3[C:16]([Cl:17])=[CH:15][CH:14]=[CH:13][N:12]=3)[CH:9]=2)[N:4](COC)[N:3]=1.[NH2:32][C:33]1[CH:37]=[CH:36][O:35][N:34]=1. No catalyst specified. The product is [Cl:17][C:16]1[C:11]([C:8]2[CH:9]=[C:10]3[C:5](=[C:6]([O:18][C:19]4[CH:24]=[CH:23][C:22]([S:25]([CH3:28])(=[O:26])=[O:27])=[CH:21][CH:20]=4)[CH:7]=2)[NH:4][N:3]=[C:2]3[NH:32][C:33]2[CH:37]=[CH:36][O:35][N:34]=2)=[N:12][CH:13]=[CH:14][CH:15]=1. The yield is 0.480. (5) The reactants are [CH:1]([N:14]1[CH2:17][CH:16](O)[CH2:15]1)([C:8]1[CH:13]=[CH:12][CH:11]=[CH:10][CH:9]=1)[C:2]1[CH:7]=[CH:6][CH:5]=[CH:4][CH:3]=1.[NH:19]1[CH2:24][CH2:23][O:22][CH2:21][CH2:20]1.C(N1CC(N2CCC(C(OCC)=O)CC2)C1)(C1C=CC=CC=1)C1C=CC=CC=1. The yield is 0.850. No catalyst specified. The product is [CH:1]([N:14]1[CH2:17][CH:16]([N:19]2[CH2:24][CH2:23][O:22][CH2:21][CH2:20]2)[CH2:15]1)([C:8]1[CH:13]=[CH:12][CH:11]=[CH:10][CH:9]=1)[C:2]1[CH:7]=[CH:6][CH:5]=[CH:4][CH:3]=1. (6) The reactants are C(OC(=O)[NH:7][CH:8]1[CH2:13][CH2:12][N:11]([C:14]2[CH:19]=[CH:18][CH:17]=[C:16]([N:20]([C:22]3[CH:27]=[CH:26][C:25]([O:28]C)=[CH:24][CH:23]=3)[CH3:21])[CH:15]=2)[CH2:10][CH2:9]1)(C)(C)C.B(Br)(Br)Br. The catalyst is C(Cl)Cl. The product is [NH2:7][CH:8]1[CH2:13][CH2:12][N:11]([C:14]2[CH:15]=[C:16]([N:20]([CH3:21])[C:22]3[CH:23]=[CH:24][C:25]([OH:28])=[CH:26][CH:27]=3)[CH:17]=[CH:18][CH:19]=2)[CH2:10][CH2:9]1. The yield is 0.770. (7) The reactants are [CH3:1][C:2]1[N:7]=[CH:6][C:5]([CH2:8][CH2:9][N:10]([C:12]2[CH:21]=[CH:20][C:15]([C:16]([O:18]C)=[O:17])=[CH:14][CH:13]=2)N)=[CH:4][CH:3]=1.[CH3:22][N:23]1[CH2:28][CH2:27][C:26](=O)[CH2:25][CH2:24]1. The catalyst is Cl. The product is [CH3:22][N:23]1[CH2:28][CH2:27][C:26]2[N:10]([CH2:9][CH2:8][C:5]3[CH:6]=[N:7][C:2]([CH3:1])=[CH:3][CH:4]=3)[C:12]3[CH:21]=[CH:20][C:15]([C:16]([OH:18])=[O:17])=[CH:14][C:13]=3[C:25]=2[CH2:24]1. The yield is 0.0400. (8) The catalyst is O. The product is [CH2:26]([NH:1][C:2]1[CH:7]=[CH:6][C:5]([CH2:8][C:9]([N:11]2[CH2:12][CH2:13][N:14]([C:17]3[N:24]=[CH:23][CH:22]=[CH:21][C:18]=3[C:19]#[N:20])[CH2:15][CH2:16]2)=[O:10])=[CH:4][CH:3]=1)[CH2:27][CH2:28][CH3:29]. The yield is 0.710. The reactants are [NH2:1][C:2]1[CH:7]=[CH:6][C:5]([CH2:8][C:9]([N:11]2[CH2:16][CH2:15][N:14]([C:17]3[N:24]=[CH:23][CH:22]=[CH:21][C:18]=3[C:19]#[N:20])[CH2:13][CH2:12]2)=[O:10])=[CH:4][CH:3]=1.Br[CH2:26][CH2:27][CH2:28][CH3:29].C(=O)([O-])[O-].[Cs+].[Cs+].CN(C)C=O. (9) The catalyst is O. The reactants are [CH2:1]([C:8]1[CH:20]=[CH:19][C:11]([O:12][CH2:13][C@@H:14]2[CH2:18][CH2:17][CH2:16][NH:15]2)=[CH:10][CH:9]=1)[C:2]1[CH:7]=[CH:6][CH:5]=[CH:4][CH:3]=1.CN(C=O)C.Br[CH2:27][CH2:28][C:29]([O:31][CH3:32])=[O:30].C(=O)([O-])[O-].[K+].[K+]. The product is [CH3:32][O:31][C:29](=[O:30])[CH2:28][CH2:27][N:15]1[CH2:16][CH2:17][CH2:18][C@H:14]1[CH2:13][O:12][C:11]1[CH:19]=[CH:20][C:8]([CH2:1][C:2]2[CH:3]=[CH:4][CH:5]=[CH:6][CH:7]=2)=[CH:9][CH:10]=1. The yield is 0.140.